From a dataset of Full USPTO retrosynthesis dataset with 1.9M reactions from patents (1976-2016). Predict the reactants needed to synthesize the given product. The reactants are: [CH2:1]([C:3]1[CH:8]=[CH:7][N:6]=[C:5]([NH2:9])[CH:4]=1)[CH3:2].C([O-])(=O)C.[NH4+].C1C(=O)N([Br:22])C(=O)C1. Given the product [Br:22][C:8]1[C:3]([CH2:1][CH3:2])=[CH:4][C:5]([NH2:9])=[N:6][CH:7]=1, predict the reactants needed to synthesize it.